Dataset: NCI-60 drug combinations with 297,098 pairs across 59 cell lines. Task: Regression. Given two drug SMILES strings and cell line genomic features, predict the synergy score measuring deviation from expected non-interaction effect. (1) Drug 1: C1CC(=O)NC(=O)C1N2CC3=C(C2=O)C=CC=C3N. Drug 2: CC1CCCC2(C(O2)CC(NC(=O)CC(C(C(=O)C(C1O)C)(C)C)O)C(=CC3=CSC(=N3)C)C)C. Cell line: KM12. Synergy scores: CSS=0.551, Synergy_ZIP=-4.80, Synergy_Bliss=-9.41, Synergy_Loewe=-5.68, Synergy_HSA=-5.82. (2) Drug 1: CCC(=C(C1=CC=CC=C1)C2=CC=C(C=C2)OCCN(C)C)C3=CC=CC=C3.C(C(=O)O)C(CC(=O)O)(C(=O)O)O. Drug 2: CC1CCC2CC(C(=CC=CC=CC(CC(C(=O)C(C(C(=CC(C(=O)CC(OC(=O)C3CCCCN3C(=O)C(=O)C1(O2)O)C(C)CC4CCC(C(C4)OC)O)C)C)O)OC)C)C)C)OC. Cell line: KM12. Synergy scores: CSS=1.63, Synergy_ZIP=-1.37, Synergy_Bliss=-0.322, Synergy_Loewe=0.185, Synergy_HSA=-0.415. (3) Drug 1: CC1=CC2C(CCC3(C2CCC3(C(=O)C)OC(=O)C)C)C4(C1=CC(=O)CC4)C. Drug 2: C(CCl)NC(=O)N(CCCl)N=O. Cell line: SF-539. Synergy scores: CSS=5.36, Synergy_ZIP=-0.584, Synergy_Bliss=3.24, Synergy_Loewe=0.677, Synergy_HSA=2.33. (4) Drug 1: C1=NC2=C(N1)C(=S)N=C(N2)N. Drug 2: CC1CCCC2(C(O2)CC(NC(=O)CC(C(C(=O)C(C1O)C)(C)C)O)C(=CC3=CSC(=N3)C)C)C. Cell line: A549. Synergy scores: CSS=21.9, Synergy_ZIP=-1.70, Synergy_Bliss=1.33, Synergy_Loewe=0.0582, Synergy_HSA=1.84.